From a dataset of Full USPTO retrosynthesis dataset with 1.9M reactions from patents (1976-2016). Predict the reactants needed to synthesize the given product. (1) Given the product [C:3]([C:5]1[CH:6]=[C:7]([CH:12]=[CH:13][C:14]=1[CH3:15])[C:8]([O:10][CH3:11])=[O:9])(=[NH:2])[NH2:4], predict the reactants needed to synthesize it. The reactants are: O[N:2]=[C:3]([C:5]1[CH:6]=[C:7]([CH:12]=[CH:13][C:14]=1[CH3:15])[C:8]([O:10][CH3:11])=[O:9])[NH2:4]. (2) Given the product [F:32][C:30]([F:31])([F:33])[O:29][C:26]1[CH:25]=[CH:24][C:23]([O:22][C:17]2[CH:18]=[CH:19][CH:20]=[CH:21][C:16]=2[NH:15][C:14]([CH:11]2[CH2:12][CH2:13][NH:8][CH2:9][CH2:10]2)=[O:34])=[CH:28][CH:27]=1, predict the reactants needed to synthesize it. The reactants are: C(OC([N:8]1[CH2:13][CH2:12][CH:11]([C:14](=[O:34])[NH:15][C:16]2[CH:21]=[CH:20][CH:19]=[CH:18][C:17]=2[O:22][C:23]2[CH:28]=[CH:27][C:26]([O:29][C:30]([F:33])([F:32])[F:31])=[CH:25][CH:24]=2)[CH2:10][CH2:9]1)=O)(C)(C)C.C(O)(C(F)(F)F)=O.C(=O)([O-])[O-].[K+].[K+].O. (3) The reactants are: [CH3:1][N:2]([CH3:18])[C:3]([C:5]1[S:6][C:7]2[N:8]=[CH:9][N:10]=[C:11](S(C)(=O)=O)[C:12]=2[N:13]=1)=[O:4].[NH:19]1[C:23]2=[N:24][CH:25]=[C:26]([NH2:28])[CH:27]=[C:22]2[CH:21]=[N:20]1. Given the product [CH3:1][N:2]([CH3:18])[C:3]([C:5]1[S:6][C:7]2[N:8]=[CH:9][N:10]=[C:11]([NH:28][C:26]3[CH:27]=[C:22]4[CH:21]=[N:20][NH:19][C:23]4=[N:24][CH:25]=3)[C:12]=2[N:13]=1)=[O:4], predict the reactants needed to synthesize it. (4) Given the product [CH3:11][O:12][C:13](=[O:23])[C:14]1[CH:19]=[C:18]([C:1]2[CH:6]=[CH:5][CH:4]=[CH:3][CH:2]=2)[C:17]([OH:21])=[C:16]([C:1]2[CH:6]=[CH:5][CH:4]=[CH:3][CH:2]=2)[CH:15]=1, predict the reactants needed to synthesize it. The reactants are: [C:1]1(B(O)O)[CH:6]=[CH:5][CH:4]=[CH:3][CH:2]=1.O.[CH3:11][O:12][C:13](=[O:23])[C:14]1[CH:19]=[C:18](I)[C:17]([OH:21])=[C:16](I)[CH:15]=1. (5) Given the product [C:28]([OH:27])(=[O:38])[CH3:29].[F:17][C:15]1([F:18])[CH2:16][N:11]2[C:10]([NH2:19])=[N:9][C:8]([C:4]3[CH:5]=[CH:6][CH:7]=[C:2]([C:30]4[CH:31]=[N:32][CH:33]=[C:28]([O:27][CH3:26])[CH:29]=4)[CH:3]=3)([C:20]3[CH:25]=[CH:24][N:23]=[CH:22][CH:21]=3)[C:12]2=[N:13][CH2:14]1, predict the reactants needed to synthesize it. The reactants are: Br[C:2]1[CH:3]=[C:4]([C:8]2([C:20]3[CH:25]=[CH:24][N:23]=[CH:22][CH:21]=3)[C:12]3=[N:13][CH2:14][C:15]([F:18])([F:17])[CH2:16][N:11]3[C:10]([NH2:19])=[N:9]2)[CH:5]=[CH:6][CH:7]=1.[CH3:26][O:27][C:28]1[CH:29]=[C:30](B(O)O)[CH:31]=[N:32][CH:33]=1.C(=O)([O-])[O-:38].[Cs+].[Cs+].